Dataset: Forward reaction prediction with 1.9M reactions from USPTO patents (1976-2016). Task: Predict the product of the given reaction. (1) Given the reactants C(S[C:4]1[N:9]([CH2:10][C:11]2[CH:16]=[CH:15][C:14]([CH3:17])=[CH:13][CH:12]=2)[C:8](=[O:18])[N:7]([CH2:19][CH2:20][C:21]([O:23][CH2:24][CH3:25])=[O:22])[C:6](=[O:26])[N:5]=1)C.[Cl:27][C:28]1[CH:29]=[C:30]([CH:32]=[CH:33][C:34]=1[O:35][CH:36]([CH3:38])[CH3:37])[NH2:31].C(O)(=O)C.C(=O)(O)[O-].[Na+], predict the reaction product. The product is: [Cl:27][C:28]1[CH:29]=[C:30]([N:31]=[C:4]2[N:9]([CH2:10][C:11]3[CH:12]=[CH:13][C:14]([CH3:17])=[CH:15][CH:16]=3)[C:8](=[O:18])[N:7]([CH2:19][CH2:20][C:21]([O:23][CH2:24][CH3:25])=[O:22])[C:6](=[O:26])[NH:5]2)[CH:32]=[CH:33][C:34]=1[O:35][CH:36]([CH3:38])[CH3:37]. (2) Given the reactants CCN(C(C)C)C(C)C.[C:10](OC(=O)C)(=[O:12])[CH3:11].C(O)(=O)C.[NH2:21][CH2:22][C:23]1[CH:28]=[CH:27][C:26]([C:29]2[CH:38]=[C:37]([C:39]([NH:41][CH2:42][C@H:43]3[CH2:48][CH2:47][C@H:46]([CH2:49][NH:50][C:51](=[O:57])[O:52][C:53]([CH3:56])([CH3:55])[CH3:54])[CH2:45][CH2:44]3)=[O:40])[C:36]3[C:31](=[CH:32][CH:33]=[CH:34][CH:35]=3)[N:30]=2)=[CH:25][CH:24]=1, predict the reaction product. The product is: [C:10]([NH:21][CH2:22][C:23]1[CH:24]=[CH:25][C:26]([C:29]2[CH:38]=[C:37]([C:39]([NH:41][CH2:42][C@H:43]3[CH2:48][CH2:47][C@H:46]([CH2:49][NH:50][C:51](=[O:57])[O:52][C:53]([CH3:54])([CH3:56])[CH3:55])[CH2:45][CH2:44]3)=[O:40])[C:36]3[C:31](=[CH:32][CH:33]=[CH:34][CH:35]=3)[N:30]=2)=[CH:27][CH:28]=1)(=[O:12])[CH3:11]. (3) Given the reactants [NH2:1][C:2]1[CH:16]=[CH:15][C:14]([Cl:17])=[CH:13][C:3]=1[C:4]([NH:9][CH2:10][CH2:11][CH3:12])=NCCC.C(O[C:22]([O:31][CH2:32][CH2:33][CH3:34])(OCCC)OCCC)CC, predict the reaction product. The product is: [Cl:17][C:14]1[CH:13]=[C:3]2[C:2](=[CH:16][CH:15]=1)[N:1]=[C:22]([O:31][CH2:32][CH2:33][CH3:34])[N:9]([CH2:10][CH2:11][CH3:12])[C:4]2=[CH:4][CH2:3][CH2:2][NH2:1].